This data is from Peptide-MHC class II binding affinity with 134,281 pairs from IEDB. The task is: Regression. Given a peptide amino acid sequence and an MHC pseudo amino acid sequence, predict their binding affinity value. This is MHC class II binding data. (1) The peptide sequence is QTAVDFGNSYIAEME. The MHC is DRB1_0404 with pseudo-sequence DRB1_0404. The binding affinity (normalized) is 0.126. (2) The peptide sequence is KSKFNILSSPLFNNF. The MHC is DRB1_1501 with pseudo-sequence DRB1_1501. The binding affinity (normalized) is 0.836. (3) The peptide sequence is LWEVKSAKPLTGPMN. The MHC is DRB1_1001 with pseudo-sequence DRB1_1001. The binding affinity (normalized) is 0.576. (4) The peptide sequence is KLREDLITPAEKVVY. The MHC is DRB1_0101 with pseudo-sequence DRB1_0101. The binding affinity (normalized) is 0.455. (5) The peptide sequence is SHLVRSWVTAGEIHA. The MHC is DRB3_0202 with pseudo-sequence DRB3_0202. The binding affinity (normalized) is 0.440. (6) The peptide sequence is TYGDKWLDAKSTWYG. The MHC is DRB1_0101 with pseudo-sequence DRB1_0101. The binding affinity (normalized) is 0.572.